This data is from Full USPTO retrosynthesis dataset with 1.9M reactions from patents (1976-2016). The task is: Predict the reactants needed to synthesize the given product. (1) Given the product [CH3:59][C:58]([NH:61][C@H:62]1[CH:63]([OH:64])[O:65][C@H:66]([CH2:82][OH:83])[C@@H:67]([O:70][C@@H:71]2[O:79][C@H:78]([CH2:80][OH:81])[C@H:76]([OH:77])[C@H:74]([OH:75])[C@H:72]2[OH:73])[C@@H:68]1[OH:69])=[O:60].[O:10]1[CH2:9][CH2:4][N:3]=[CH:2]1, predict the reactants needed to synthesize it. The reactants are: C[C:2]1[O:10][C@@H:9]2[C@@H:4]([C@@H](O)[C@H](O[C@@H]3O[C@H](CO)[C@@H](O)[C@H](O)[C@H]3NC(C)=O)[C@@H](CO)O2)[N:3]=1.CC(N[C@H]1[C@H](O[C@H]2[C@H](O)[C@@H](NC(C)=O)C(O)O[C@@H]2CO)O[C@H](CO)[C@@H](O)[C@@H]1O)=O.[C:58]([NH:61][C@@H:62]1[C@@H:68]([OH:69])[C@H:67]([O:70][C@@H:71]2[O:79][C@H:78]([CH2:80][OH:81])[C@H:76]([OH:77])[C@H:74]([OH:75])[C@H:72]2[OH:73])[C@@H:66]([CH2:82][OH:83])[O:65][CH:63]1[OH:64])(=[O:60])[CH3:59]. (2) Given the product [Cl:1][C:2]1[CH:3]=[C:4]([O:24][CH3:25])[C:5]([O:22][CH3:23])=[C:6]([CH:8]([NH:10][C:11]2[CH:16]=[C:15]([N:26]3[CH2:30][CH2:29][C@@H:28]([NH2:31])[CH2:27]3)[CH:14]=[CH:13][C:12]=2[S:18]([CH3:21])(=[O:20])=[O:19])[CH3:9])[CH:7]=1, predict the reactants needed to synthesize it. The reactants are: [Cl:1][C:2]1[CH:3]=[C:4]([O:24][CH3:25])[C:5]([O:22][CH3:23])=[C:6]([CH:8]([NH:10][C:11]2[CH:16]=[C:15](F)[CH:14]=[CH:13][C:12]=2[S:18]([CH3:21])(=[O:20])=[O:19])[CH3:9])[CH:7]=1.[NH:26]1[CH2:30][CH2:29][CH:28]([NH2:31])[CH2:27]1.C(N(CC)C(C)C)(C)C. (3) Given the product [Cl:19][C:20]1[CH:25]=[CH:24][C:23]([C:26]2[CH:27]=[C:28]([C:31]([NH:1][C:2]3[CH:16]=[CH:15][C:5]([O:6][CH2:7][C:8](=[O:9])[N:10]4[CH2:14][CH2:13][CH2:12][CH2:11]4)=[C:4]([O:17][CH3:18])[CH:3]=3)=[O:32])[NH:29][CH:30]=2)=[CH:22][CH:21]=1, predict the reactants needed to synthesize it. The reactants are: [NH2:1][C:2]1[CH:16]=[CH:15][C:5]([O:6][CH2:7][C:8]([N:10]2[CH2:14][CH2:13][CH2:12][CH2:11]2)=[O:9])=[C:4]([O:17][CH3:18])[CH:3]=1.[Cl:19][C:20]1[CH:25]=[CH:24][C:23]([C:26]2[CH:27]=[C:28]([C:31](O)=[O:32])[NH:29][CH:30]=2)=[CH:22][CH:21]=1. (4) Given the product [Cl:1][C:2]1[S:6][C:5]2[NH:7][C:8](=[O:16])[C:9]([C:10]3[CH:11]=[CH:12][CH:13]=[CH:14][CH:15]=3)=[C:17]([OH:19])[C:4]=2[C:3]=1[CH3:21], predict the reactants needed to synthesize it. The reactants are: [Cl:1][C:2]1[S:6][C:5]([NH:7][C:8](=[O:16])[CH2:9][C:10]2[CH:15]=[CH:14][CH:13]=[CH:12][CH:11]=2)=[C:4]([C:17]([O:19]C)=O)[C:3]=1[CH3:21].ClCl.ClN1C(=O)CCC1=O. (5) Given the product [CH3:1][O:2][C:3]1[CH:4]=[C:5]2[C:10](=[CH:11][C:12]=1[O:13][CH3:14])[N:9]=[CH:8][CH:7]=[C:6]2[O:15][C:16]1[CH:22]=[CH:21][C:19]([NH:20][C:36](=[O:35])[O:37][CH:25]([CH3:31])[CH3:26])=[C:18]([CH3:23])[C:17]=1[CH3:24], predict the reactants needed to synthesize it. The reactants are: [CH3:1][O:2][C:3]1[CH:4]=[C:5]2[C:10](=[CH:11][C:12]=1[O:13][CH3:14])[N:9]=[CH:8][CH:7]=[C:6]2[O:15][C:16]1[CH:22]=[CH:21][C:19]([NH2:20])=[C:18]([CH3:23])[C:17]=1[CH3:24].[C:25]1([CH3:31])C=CC=C[CH:26]=1.ClC(Cl)([O:35][C:36](=O)[O:37]C(Cl)(Cl)Cl)Cl.C(=O)(O)[O-].[Na+]. (6) Given the product [Cl:28][CH2:29][C:30]([NH:25][C:21]1[CH:22]=[CH:23][CH:24]=[C:19]([C:10]2[C:11]3[C:6](=[CH:5][C:4]([O:3][CH2:1][CH3:2])=[C:13]4[O:14][C:15]([CH3:18])([CH3:17])[CH2:16][C:12]4=3)[CH2:7][C:8]([CH3:26])([CH3:27])[N:9]=2)[CH:20]=1)=[O:31], predict the reactants needed to synthesize it. The reactants are: [CH2:1]([O:3][C:4]1[CH:5]=[C:6]2[C:11](=[C:12]3[CH2:16][C:15]([CH3:18])([CH3:17])[O:14][C:13]=13)[C:10]([C:19]1[CH:20]=[C:21]([NH2:25])[CH:22]=[CH:23][CH:24]=1)=[N:9][C:8]([CH3:27])([CH3:26])[CH2:7]2)[CH3:2].[Cl:28][CH2:29][C:30](Cl)=[O:31]. (7) Given the product [CH2:1]([NH:9][C:10]([N:12]1[CH2:17][CH2:16][CH:15]([NH:18][C:19]2[CH:24]=[CH:23][C:22]([CH2:25][CH2:26][NH:27][CH2:28][C@H:29]([OH:30])[C:31]3[CH:36]=[CH:35][C:34]([OH:37])=[C:33]([NH:45][S:46]([CH3:49])(=[O:48])=[O:47])[CH:32]=3)=[CH:21][CH:20]=2)[CH2:14][CH2:13]1)=[O:11])[CH2:2][CH2:3][CH2:4][CH2:5][CH2:6][CH2:7][CH3:8], predict the reactants needed to synthesize it. The reactants are: [CH2:1]([NH:9][C:10]([N:12]1[CH2:17][CH2:16][CH:15]([NH:18][C:19]2[CH:24]=[CH:23][C:22]([CH2:25][CH2:26][NH:27][CH2:28][C@@H:29]([C:31]3[CH:36]=[CH:35][C:34]([O:37]CC4C=CC=CC=4)=[C:33]([NH:45][S:46]([CH3:49])(=[O:48])=[O:47])[CH:32]=3)[OH:30])=[CH:21][CH:20]=2)[CH2:14][CH2:13]1)=[O:11])[CH2:2][CH2:3][CH2:4][CH2:5][CH2:6][CH2:7][CH3:8].[H][H].